This data is from Forward reaction prediction with 1.9M reactions from USPTO patents (1976-2016). The task is: Predict the product of the given reaction. (1) Given the reactants [N:1]1([C:7]([C:9]2[CH:14]=[CH:13][C:12]([NH:15][C:16]3[N:17]=[C:18]([NH:25][C@@H:26]4[CH2:30][CH2:29][NH:28][CH2:27]4)[N:19]=[N:20][C:21]=3[C:22]([NH2:24])=[O:23])=[CH:11][CH:10]=2)=[O:8])[CH2:6][CH2:5][O:4][CH2:3][CH2:2]1.CCN(C(C)C)C(C)C.[C:40]([Cl:44])(=[O:43])[CH:41]=[CH2:42], predict the reaction product. The product is: [C:40]([N:28]1[CH2:29][CH2:30][C@@H:26]([NH:25][C:18]2[N:19]=[N:20][C:21]([C:22]([NH2:24])=[O:23])=[C:16]([NH:15][C:12]3[CH:13]=[CH:14][C:9]([C:7]([N:1]4[CH2:2][CH2:3][O:4][CH2:5][CH2:6]4)=[O:8])=[CH:10][CH:11]=3)[N:17]=2)[CH2:27]1)(=[O:43])[CH:41]=[CH2:42].[ClH:44]. (2) Given the reactants C([N:8]1[C:12]([NH:13][C:14]2[CH:19]=[CH:18][C:17]([O:20][Si:21]([C:24]([CH3:27])([CH3:26])[CH3:25])([CH3:23])[CH3:22])=[CH:16][CH:15]=2)=[CH:11][CH:10]=[N:9]1)C1C=CC=CC=1.C(O)(=O)C.C([O-])=O.[NH4+].C(OCC)(=O)C, predict the reaction product. The product is: [Si:21]([O:20][C:17]1[CH:18]=[CH:19][C:14]([NH:13][C:12]2[NH:8][N:9]=[CH:10][CH:11]=2)=[CH:15][CH:16]=1)([C:24]([CH3:27])([CH3:26])[CH3:25])([CH3:22])[CH3:23].